From a dataset of NCI-60 drug combinations with 297,098 pairs across 59 cell lines. Regression. Given two drug SMILES strings and cell line genomic features, predict the synergy score measuring deviation from expected non-interaction effect. (1) Drug 1: C1=CN(C(=O)N=C1N)C2C(C(C(O2)CO)O)O.Cl. Drug 2: CS(=O)(=O)OCCCCOS(=O)(=O)C. Cell line: UACC62. Synergy scores: CSS=22.4, Synergy_ZIP=-7.40, Synergy_Bliss=1.92, Synergy_Loewe=-1.33, Synergy_HSA=2.01. (2) Drug 1: CC1=CC=C(C=C1)C2=CC(=NN2C3=CC=C(C=C3)S(=O)(=O)N)C(F)(F)F. Drug 2: C1C(C(OC1N2C=C(C(=O)NC2=O)F)CO)O. Cell line: T-47D. Synergy scores: CSS=0.920, Synergy_ZIP=0.703, Synergy_Bliss=-3.00, Synergy_Loewe=-2.15, Synergy_HSA=-6.63. (3) Drug 1: C1CNP(=O)(OC1)N(CCCl)CCCl. Drug 2: C1CN(P(=O)(OC1)NCCCl)CCCl. Cell line: MDA-MB-435. Synergy scores: CSS=17.0, Synergy_ZIP=-5.03, Synergy_Bliss=2.57, Synergy_Loewe=4.77, Synergy_HSA=5.56. (4) Drug 1: CCN(CC)CCNC(=O)C1=C(NC(=C1C)C=C2C3=C(C=CC(=C3)F)NC2=O)C. Drug 2: CC1C(C(CC(O1)OC2CC(CC3=C2C(=C4C(=C3O)C(=O)C5=CC=CC=C5C4=O)O)(C(=O)C)O)N)O. Cell line: SK-MEL-2. Synergy scores: CSS=44.4, Synergy_ZIP=0.859, Synergy_Bliss=-0.851, Synergy_Loewe=-7.31, Synergy_HSA=-3.09. (5) Drug 1: CC1=C(C(=CC=C1)Cl)NC(=O)C2=CN=C(S2)NC3=CC(=NC(=N3)C)N4CCN(CC4)CCO. Drug 2: CCN(CC)CCNC(=O)C1=C(NC(=C1C)C=C2C3=C(C=CC(=C3)F)NC2=O)C. Cell line: OVCAR-5. Synergy scores: CSS=-1.13, Synergy_ZIP=0.645, Synergy_Bliss=1.55, Synergy_Loewe=-2.34, Synergy_HSA=-0.811.